From a dataset of Reaction yield outcomes from USPTO patents with 853,638 reactions. Predict the reaction yield, written as a fraction of the theoretical maximum amount of product (1.0 means a 100% yield; for example, 0.34 means a 34% yield). (1) The reactants are [CH3:1][NH:2][C:3]1[C:8]([NH2:9])=[CH:7][CH:6]=[CH:5][C:4]=1[NH2:10].C(=O)([O-])[O-].[Na+].[Na+].[N:17]([C:20]1[C:25]([CH3:26])=[CH:24][C:23]([CH3:27])=[CH:22][C:21]=1[CH3:28])=[C:18]=[S:19]. The catalyst is C(O)C. The product is [NH2:10][C:4]1[C:3]([NH:2][CH3:1])=[C:8]([NH:9][C:18]([NH:17][C:20]2[C:21]([CH3:28])=[CH:22][C:23]([CH3:27])=[CH:24][C:25]=2[CH3:26])=[S:19])[CH:7]=[CH:6][CH:5]=1. The yield is 0.600. (2) The reactants are [CH2:1]([C:3]1[C:4]([CH3:26])=[C:5]2[C:9](=[C:10]([O:18][CH2:19][CH2:20][Si:21]([CH3:24])([CH3:23])[CH3:22])[C:11]=1[CH2:12][CH:13]=[C:14]([CH3:17])[CH2:15]O)[C:8](=[O:25])[O:7][CH2:6]2)[CH3:2].C1(P(C2C=CC=CC=2)C2C=CC=CC=2)C=CC=CC=1.C(Br)(Br)(Br)[Br:47]. The catalyst is C(Cl)Cl. The product is [Br:47][CH2:15][C:14]([CH3:17])=[CH:13][CH2:12][C:11]1[C:10]([O:18][CH2:19][CH2:20][Si:21]([CH3:23])([CH3:24])[CH3:22])=[C:9]2[C:5]([CH2:6][O:7][C:8]2=[O:25])=[C:4]([CH3:26])[C:3]=1[CH2:1][CH3:2]. The yield is 0.870. (3) The reactants are [OH:1][CH:2]1[CH2:7][CH2:6][CH2:5][N:4]([C:8]([O:10][C:11]([CH3:14])([CH3:13])[CH3:12])=[O:9])[CH2:3]1.[CH3:15][S:16](O[S:16]([CH3:15])(=[O:18])=[O:17])(=[O:18])=[O:17]. The catalyst is C1COCC1.CN(C1C=CN=CC=1)C. The product is [CH3:15][S:16]([O:1][CH:2]1[CH2:7][CH2:6][CH2:5][N:4]([C:8]([O:10][C:11]([CH3:14])([CH3:13])[CH3:12])=[O:9])[CH2:3]1)(=[O:18])=[O:17]. The yield is 0.900. (4) The reactants are [CH3:1][C:2]([O:7][Si:8]([CH2:13][CH3:14])([CH2:11][CH3:12])[CH2:9][CH3:10])([CH3:6])[C:3](=[O:5])[CH3:4].C(N(CC)CC)C.C(Cl)Cl.[Br:25]N1C(=O)CCC1=O. No catalyst specified. The product is [Br:25][CH2:4][C:3](=[O:5])[C:2]([CH3:1])([O:7][Si:8]([CH2:13][CH3:14])([CH2:11][CH3:12])[CH2:9][CH3:10])[CH3:6]. The yield is 0.500.